This data is from Experimentally validated miRNA-target interactions with 360,000+ pairs, plus equal number of negative samples. The task is: Binary Classification. Given a miRNA mature sequence and a target amino acid sequence, predict their likelihood of interaction. (1) The miRNA is mmu-miR-466i-3p with sequence AUACACACACACAUACACACUA. The protein sequence of the target gene is MPTMRRTVSEIRSRAEGYEKTDDVSEKTSLADQEEVRTIFINQPQLTKFCNNHVSTAKYNVITFLPRFLYSQFRRAANSFFLFIALLQQIPDVSPTGRYTTLVPLLFILAVAAIKEIIEDIKRHKADNAVNKKQTQVLRNGAWEIVHWEKVAVGEIVKVTNGEHLPADLLSLSSSEPQAMCYIETSNLDGETNLKIRQGLPATSDIKDIDSLMRISGRIECESPNRHLYDFVGNIRLDGHGTVPLGADQILLRGAQLRNTQWVHGIVVYTGHDTKLMQNSTSPPLKLSNVERITNVQILI.... Result: 0 (no interaction). (2) The miRNA is hsa-miR-92b-3p with sequence UAUUGCACUCGUCCCGGCCUCC. The protein sequence of the target gene is MNLQRYWGEIPISSSQTNRSSFDLLPREFRLVEVHDPPLHQPSANKPKPPTMLDIPSEPCSLTIHTIQLIQHNRRLRNLIATAQAQNQQQTEGVKTEESEPLPSCPGSPPLPDDLLPLDCKNPNAPFQIRHSDPESDFYRGKGEPVTELSWHSCRQLLYQAVATILAHAGFDCANESVLETLTDVAHEYCLKFTKLLRFAVDREARLGQTPFPDVMEQVFHEVGIGSVLSLQKFWQHRIKDYHSYMLQISKQLSEEYERIVNPEKATEDAKPVKIKEEPVSDITFPVSEELEADLASGDQ.... Result: 1 (interaction). (3) The miRNA is hsa-miR-542-5p with sequence UCGGGGAUCAUCAUGUCACGAGA. The protein sequence of the target gene is MEQLLRAELRTATLRAFGGPGAGCISEGRAYDTDAGPVFVKVNRRTQARQMFEGEVASLEALRSTGLVRVPRPMKVIDLPGGGAAFVMEHLKMKSLSSQASKLGEQMADLHLYNQKLREKLKEEENTVGRRGEGAEPQYVDKFGFHTVTCCGFIPQVNEWQDDWPTFFARHRLQAQLDLIEKDYADREARELWSRLQVKIPDLFCGLEIVPALLHGDLWSGNVAEDDVGPIIYDPASFYGHSEFELAIALMFGGFPRSFFTAYHRKIPKAPGFDQRLLLYQLFNYLNHWNHFGREYRSPS.... Result: 1 (interaction). (4) The miRNA is hsa-miR-378i with sequence ACUGGACUAGGAGUCAGAAGG. The protein sequence of the target gene is MASPGCLWLLAVALLPWTCASRALQHLDPPAPLPLVIWHGMGDSCCNPLSMGAIKKMVEKKIPGIYVLSLEIGKTLMEDVENSFFLNVNSQVTTVCQALAKDPKLQQGYNAMGFSQGGQFLRAVAQRCPSPPMINLISVGGQHQGVFGLPRCPGESSHICDFIRKTLNAGAYSKVVQERLVQAEYWHDPIKEDVYRNHSIFLADINQERGINESYKKNLMALKKFVMVKFLNDSIVDPVDSEWFGFYRSGQAKETIPLQETSLYTQDRLGLKEMDNAGQLVFLATEGDHLQLSEEWFYAH.... Result: 0 (no interaction). (5) The miRNA is hsa-miR-215-5p with sequence AUGACCUAUGAAUUGACAGAC. The protein sequence of the target gene is MEDLEEDVRFIVDETLDFGGLSPSDSREEEDITVLVTPEKPLRRGLSHRSDPNAVAPAPQGVRLSLGPLSPEKLEEILDEANRLAAQLEQCALQDRESAGEGLGPRRVKPSPRRETFVLKDSPVRDLLPTVNSLTRSTPSPSSLTPRLRSNDRKGSVRALRATSGKRPSNMKRESPTCNLFPASKSPASSPLTRSTPPVRGRAGPSGRAAASEETRAAKLRVSGSGEFVGLTLKFLHPSPPGPPTPIRSVLAPQPSTSNSQRLPRPQGAAAKSSSQLPIPSAIPRPASRMPLTSRSVPPG.... Result: 1 (interaction). (6) The miRNA is hsa-miR-4325 with sequence UUGCACUUGUCUCAGUGA. The protein sequence of the target gene is MTHCCSPCCQPTCCRTTCWKPTTVTTCSSTPCCQPSCCVSSCCQPCCRPTCCQNTCCQPICVTSCCQPSCCSTPCCQPTCCGQTSCGSSCGQSSSCAPVYCRRTCYHPTTVCLPGCLNQSCGSNCCQPCCRPACCETTCCRTTCFQPTCVSSCCQPSCC. Result: 0 (no interaction). (7) The miRNA is mmu-miR-181a-5p with sequence AACAUUCAACGCUGUCGGUGAGU. The protein sequence of the target gene is MVAPGLVLGLVLPLILWADRSAGIGFRFASYINNDMVLQKEPAGAVIWGFGTPGATVTVTLRQGQETIMKKVTSVKAHSDTWMVVLDPMKPGGPFEVMAQQTLEKINFTLRVHDVLFGDVWLCSGQSNMQMTVLQIFNATRELSNTAAYQSVRILSVSPIQAEQELEDLVAVDLQWSKPTSENLGHGYFKYMSAVCWLFGRHLYDTLQYPIGLIASSWGGTPIEAWSSGRSLKACGVPKQGSIPYDSVTGPSKHSVLWNAMIHPLCNMTLKGVVWYQGESNINYNTDLYNCTFPALIEDW.... Result: 0 (no interaction).